Task: Predict the reaction yield, written as a fraction of the theoretical maximum amount of product (1.0 means a 100% yield; for example, 0.34 means a 34% yield).. Dataset: Reaction yield outcomes from USPTO patents with 853,638 reactions The product is [F:1][C:2]1[CH:3]=[C:4]2[C:9](=[CH:10][C:11]=1[N:14]1[CH2:19][CH2:18][O:17][CH2:16][CH2:15]1)[N:8]=[CH:7][NH:6][C:5]2=[O:13]. No catalyst specified. The yield is 0.740. The reactants are [F:1][C:2]1[CH:3]=[C:4]2[C:9](=[CH:10][C:11]=1F)[N:8]=[CH:7][NH:6][C:5]2=[O:13].[NH:14]1[CH2:19][CH2:18][O:17][CH2:16][CH2:15]1.